This data is from Forward reaction prediction with 1.9M reactions from USPTO patents (1976-2016). The task is: Predict the product of the given reaction. (1) Given the reactants [C:1](Cl)(=[O:3])[CH3:2].[Cl:5][C:6]1[CH:7]=[C:8]([CH:25]=[CH:26][C:27]=1[Cl:28])[O:9][C:10]1[C:15](=[O:16])[NH:14][C:13]([C:17](=[N:19]O)N)=[N:12][C:11]=1[C:21]([F:24])([F:23])[F:22].N1C=CC=[CH:31][CH:30]=1, predict the reaction product. The product is: [Cl:5][C:6]1[CH:7]=[C:8]([CH:25]=[CH:26][C:27]=1[Cl:28])[O:9][C:10]1[C:15](=[O:16])[NH:14][C:13]([C:17]2[CH:31]=[CH:30][C:1]([OH:3])=[CH:2][N:19]=2)=[N:12][C:11]=1[C:21]([F:22])([F:23])[F:24]. (2) Given the reactants [CH3:1][C:2]1[CH:8]=[CH:7][C:5]([NH2:6])=[CH:4][C:3]=1[N+:9]([O-])=O.C(N(CC)CC)C.[F:19][C:20]([F:31])([F:30])[C:21]1[CH:22]=[C:23]([CH:27]=[CH:28][CH:29]=1)[C:24](Cl)=[O:25], predict the reaction product. The product is: [NH2:9][C:3]1[CH:4]=[C:5]([NH:6][C:24](=[O:25])[C:23]2[CH:27]=[CH:28][CH:29]=[C:21]([C:20]([F:19])([F:30])[F:31])[CH:22]=2)[CH:7]=[CH:8][C:2]=1[CH3:1]. (3) Given the reactants C[O:2][C:3](=O)[C:4]1[CH:9]=[CH:8][C:7]([CH2:10][NH:11][C:12]2[CH:13]=[N:14][CH:15]=[CH:16][C:17]=2[CH3:18])=[CH:6][C:5]=1[C:19]1[CH:24]=[CH:23][CH:22]=[CH:21][CH:20]=1.[OH-].[Li+].Cl.Cl.[CH3:30][O:31][C:32](=[O:39])[C@H:33]([CH2:35][CH2:36][S:37][CH3:38])[NH2:34].ON1C(=O)C2C=CC=CC=2N=N1.CN(C)CCCN=C=NCC, predict the reaction product. The product is: [CH3:30][O:31][C:32](=[O:39])[C@H:33]([CH2:35][CH2:36][S:37][CH3:38])[NH:34][C:3](=[O:2])[C:4]1[CH:9]=[CH:8][C:7]([CH2:10][NH:11][C:12]2[CH:13]=[N:14][CH:15]=[CH:16][C:17]=2[CH3:18])=[CH:6][C:5]=1[C:19]1[CH:20]=[CH:21][CH:22]=[CH:23][CH:24]=1.